From a dataset of Peptide-MHC class I binding affinity with 185,985 pairs from IEDB/IMGT. Regression. Given a peptide amino acid sequence and an MHC pseudo amino acid sequence, predict their binding affinity value. This is MHC class I binding data. (1) The peptide sequence is AETESATLF. The MHC is HLA-A02:12 with pseudo-sequence HLA-A02:12. The binding affinity (normalized) is 0.0847. (2) The peptide sequence is TIHHASAPL. The MHC is HLA-A68:02 with pseudo-sequence HLA-A68:02. The binding affinity (normalized) is 0.653. (3) The peptide sequence is EGFDPRALI. The MHC is HLA-B53:01 with pseudo-sequence HLA-B53:01. The binding affinity (normalized) is 0.213. (4) The peptide sequence is VALYRRIQRR. The MHC is HLA-A33:01 with pseudo-sequence HLA-A33:01. The binding affinity (normalized) is 0.334. (5) The peptide sequence is FPFKYAAAF. The MHC is HLA-A30:02 with pseudo-sequence HLA-A30:02. The binding affinity (normalized) is 0.0630. (6) The peptide sequence is AYIDNYNKH. The MHC is HLA-A23:01 with pseudo-sequence HLA-A23:01. The binding affinity (normalized) is 0. (7) The peptide sequence is SYMLNLFPKV. The MHC is H-2-Kb with pseudo-sequence H-2-Kb. The binding affinity (normalized) is 0.594.